Dataset: Reaction yield outcomes from USPTO patents with 853,638 reactions. Task: Predict the reaction yield, written as a fraction of the theoretical maximum amount of product (1.0 means a 100% yield; for example, 0.34 means a 34% yield). The reactants are [C:1]1([CH2:7][C:8](Cl)=[O:9])[CH:6]=[CH:5][CH:4]=[CH:3][CH:2]=1.[S-:11][C:12]#[N:13].[K+].[NH2:15][C:16]1[CH:37]=[CH:36][C:19]([O:20][C:21]2[CH:26]=[CH:25][N:24]=[C:23]([NH:27][C:28]([N:30]3[CH2:35][CH2:34][O:33][CH2:32][CH2:31]3)=[O:29])[CH:22]=2)=[C:18]([Cl:38])[CH:17]=1.CCCCCC.C(OCC)(=O)C. The catalyst is C(#N)C. The product is [Cl:38][C:18]1[CH:17]=[C:16]([NH:15][C:12]([NH:13][C:8](=[O:9])[CH2:7][C:1]2[CH:6]=[CH:5][CH:4]=[CH:3][CH:2]=2)=[S:11])[CH:37]=[CH:36][C:19]=1[O:20][C:21]1[CH:26]=[CH:25][N:24]=[C:23]([NH:27][C:28]([N:30]2[CH2:31][CH2:32][O:33][CH2:34][CH2:35]2)=[O:29])[CH:22]=1. The yield is 0.470.